Dataset: Catalyst prediction with 721,799 reactions and 888 catalyst types from USPTO. Task: Predict which catalyst facilitates the given reaction. (1) The catalyst class is: 344. Product: [CH3:36][N:37]1[CH:41]=[CH:40][CH:39]=[C:38]1[C:42]([O:1][CH2:2][CH2:3][O:4][C:5]1[CH:10]=[CH:9][C:8]([CH:11]2[CH2:16][CH2:15][N:14]([C:17]([O:19][C:20]([CH3:23])([CH3:21])[CH3:22])=[O:18])[CH2:13][CH:12]2[O:24][CH2:25][C:26]2[CH:35]=[CH:34][C:33]3[C:28](=[CH:29][CH:30]=[CH:31][CH:32]=3)[CH:27]=2)=[CH:7][CH:6]=1)=[O:43]. Reactant: [OH:1][CH2:2][CH2:3][O:4][C:5]1[CH:10]=[CH:9][C:8]([CH:11]2[CH2:16][CH2:15][N:14]([C:17]([O:19][C:20]([CH3:23])([CH3:22])[CH3:21])=[O:18])[CH2:13][CH:12]2[O:24][CH2:25][C:26]2[CH:35]=[CH:34][C:33]3[C:28](=[CH:29][CH:30]=[CH:31][CH:32]=3)[CH:27]=2)=[CH:7][CH:6]=1.[CH3:36][N:37]1[CH:41]=[CH:40][CH:39]=[C:38]1[C:42](O)=[O:43]. (2) Reactant: Cl[C:2]([O:4][C:5]1[CH:10]=[CH:9][CH:8]=[CH:7][CH:6]=1)=[O:3].S(O)(O)(=O)=O.[NH2:16][CH2:17][C:18]1[N:27]=[C:26]([N:28]([C:30]2[CH:35]=[CH:34][C:33]([O:36][CH3:37])=[CH:32][CH:31]=2)[CH3:29])[C:25]2[C:20](=[CH:21][CH:22]=[CH:23][CH:24]=2)[N:19]=1.C(N(CC)CC)C. Product: [C:5]1([O:4][C:2](=[O:3])[NH:16][CH2:17][C:18]2[N:27]=[C:26]([N:28]([C:30]3[CH:31]=[CH:32][C:33]([O:36][CH3:37])=[CH:34][CH:35]=3)[CH3:29])[C:25]3[C:20](=[CH:21][CH:22]=[CH:23][CH:24]=3)[N:19]=2)[CH:10]=[CH:9][CH:8]=[CH:7][CH:6]=1. The catalyst class is: 2. (3) Reactant: [CH3:1][O:2][C:3]1[CH:4]=[C:5]2[C:10](=[CH:11][C:12]=1[O:13][CH3:14])[N:9]=[CH:8][N:7]=[C:6]2[O:15][C:16]1[CH:22]=[CH:21][C:19]([NH2:20])=[C:18]([N+:23]([O-:25])=[O:24])[CH:17]=1.C(N(CC)CC)C.ClC(Cl)(O[C:37](=[O:43])OC(Cl)(Cl)Cl)Cl.[CH2:45]([N:47]([CH2:51][CH3:52])[CH2:48][CH2:49][NH2:50])[CH3:46]. Product: [CH2:45]([N:47]([CH2:51][CH3:52])[CH2:48][CH2:49][NH:50][C:37]([NH:20][C:19]1[CH:21]=[CH:22][C:16]([O:15][C:6]2[C:5]3[C:10](=[CH:11][C:12]([O:13][CH3:14])=[C:3]([O:2][CH3:1])[CH:4]=3)[N:9]=[CH:8][N:7]=2)=[CH:17][C:18]=1[N+:23]([O-:25])=[O:24])=[O:43])[CH3:46]. The catalyst class is: 146. (4) Reactant: [CH3:1][C@H:2]1[C:9]([S:10][C@@H:11]2[CH2:15][NH:14][C@H:13]([C:16]([N:18]([CH3:20])[CH3:19])=[O:17])[CH2:12]2)=[C:8]([C:21]([OH:23])=[O:22])[N:7]2[C@H:3]1[C@@H:4]([C@H:24]([OH:26])[CH3:25])[C:5]2=[O:6].O.O.O.[C:30](=[O:33])([O-:32])[O-:31].[Na+:34].[Na+]. Product: [CH3:1][C@H:2]1[C:9]([S:10][C@@H:11]2[CH2:15][NH:14][C@H:13]([C:16]([N:18]([CH3:19])[CH3:20])=[O:17])[CH2:12]2)=[C:8]([C:21]([OH:23])=[O:22])[N:7]2[C@H:3]1[C@@H:4]([C@H:24]([OH:26])[CH3:25])[C:5]2=[O:6].[C:30](=[O:31])([O-:33])[O-:32].[Na+:34].[Na+:34]. The catalyst class is: 6. (5) Reactant: [Cl:1][C:2]1[CH:7]=[CH:6][C:5]([C:8]2[N:9]=[C:10]3[CH:15]=[CH:14][CH:13]=[CH:12][N:11]3[C:16]=2[CH2:17][C:18]([NH:20][NH2:21])=O)=[CH:4][CH:3]=1.Cl.[N:23]1[CH:28]=[CH:27][CH:26]=[CH:25][C:24]=1[C:29](=N)[NH2:30].C([O-])(O)=O.[Na+]. Product: [Cl:1][C:2]1[CH:7]=[CH:6][C:5]([C:8]2[N:9]=[C:10]3[CH:15]=[CH:14][CH:13]=[CH:12][N:11]3[C:16]=2[CH2:17][C:18]2[NH:30][C:29]([C:24]3[CH:25]=[CH:26][CH:27]=[CH:28][N:23]=3)=[N:21][N:20]=2)=[CH:4][CH:3]=1. The catalyst class is: 3. (6) Reactant: [CH3:1][O:2][C:3]1[CH:8]=[CH:7][C:6]([CH:9]2[CH2:14][CH2:13][O:12][CH2:11][CH2:10]2)=[CH:5][C:4]=1[NH:15][C:16]([C:18]1[NH:19][CH:20]=[CH:21][N:22]=1)=O.COC1C=CC(P2(SP(C3C=CC(OC)=CC=3)(=S)S2)=[S:32])=CC=1.O. Product: [CH3:1][O:2][C:3]1[CH:8]=[CH:7][C:6]([CH:9]2[CH2:14][CH2:13][O:12][CH2:11][CH2:10]2)=[CH:5][C:4]=1[NH:15][C:16]([C:18]1[NH:19][CH:20]=[CH:21][N:22]=1)=[S:32]. The catalyst class is: 11.